Dataset: Full USPTO retrosynthesis dataset with 1.9M reactions from patents (1976-2016). Task: Predict the reactants needed to synthesize the given product. (1) Given the product [S:47]([C:44]1[CH:45]=[CH:46][C:41]([CH3:51])=[CH:42][CH:43]=1)([OH:50])(=[O:49])=[O:48].[NH2:1][C:2]1[CH:10]=[C:9]([C@H:11]([NH:15][C:16]([N:18]2[C:24](=[O:25])[C@@H:23]([CH2:26][C:27]3[CH:32]=[C:31]([Cl:33])[CH:30]=[CH:29][C:28]=3[O:34][CH3:35])[CH2:22][NH:21][C:20](=[N:36][O:37][CH2:38][CH3:39])[CH2:19]2)=[O:17])[CH2:12][CH2:13][CH3:14])[CH:8]=[CH:7][C:3]=1[C:4]([OH:6])=[O:5].[S:47]([C:44]1[CH:45]=[CH:46][C:41]([CH3:51])=[CH:42][CH:43]=1)([OH:50])(=[O:49])=[O:48].[S:47]([C:44]1[CH:45]=[CH:46][C:41]([CH3:51])=[CH:42][CH:43]=1)([OH:50])(=[O:49])=[O:48].[NH2:1][C:2]1[CH:10]=[C:9]([C@H:11]([NH:15][C:16]([N:18]2[C:24](=[O:25])[C@@H:23]([CH2:26][C:27]3[CH:32]=[C:31]([Cl:33])[CH:30]=[CH:29][C:28]=3[O:34][CH3:35])[CH2:22][NH:21][C:20](=[N:36][O:37][CH2:38][CH3:39])[CH2:19]2)=[O:17])[CH2:12][CH2:13][CH3:14])[CH:8]=[CH:7][C:3]=1[C:4]([OH:6])=[O:5], predict the reactants needed to synthesize it. The reactants are: [NH2:1][C:2]1[CH:10]=[C:9]([C@H:11]([NH:15][C:16]([N:18]2[C:24](=[O:25])[C@@H:23]([CH2:26][C:27]3[CH:32]=[C:31]([Cl:33])[CH:30]=[CH:29][C:28]=3[O:34][CH3:35])[CH2:22][NH:21][C:20](=[N:36][O:37][CH2:38][CH3:39])[CH2:19]2)=[O:17])[CH2:12][CH2:13][CH3:14])[CH:8]=[CH:7][C:3]=1[C:4]([OH:6])=[O:5].O.[C:41]1([CH3:51])[CH:46]=[CH:45][C:44]([S:47]([OH:50])(=[O:49])=[O:48])=[CH:43][CH:42]=1. (2) Given the product [C:13]1([S:19][C:2]2[CH:3]=[C:4]3[C:9](=[CH:10][CH:11]=2)[C:8](=[O:12])[CH2:7][CH2:6][CH2:5]3)[CH:18]=[CH:17][CH:16]=[CH:15][CH:14]=1, predict the reactants needed to synthesize it. The reactants are: F[C:2]1[CH:3]=[C:4]2[C:9](=[CH:10][CH:11]=1)[C:8](=[O:12])[CH2:7][CH2:6][CH2:5]2.[C:13]1([SH:19])[CH:18]=[CH:17][CH:16]=[CH:15][CH:14]=1.C([O-])([O-])=O.[K+].[K+].O. (3) Given the product [CH3:1][C:2]1[C:8]([CH3:9])=[CH:7][C:5]([NH:6][C:18](=[O:19])[O:17][C:14]([CH3:16])([CH3:15])[CH3:13])=[C:4]([N+:10]([O-:12])=[O:11])[CH:3]=1, predict the reactants needed to synthesize it. The reactants are: [CH3:1][C:2]1[C:8]([CH3:9])=[CH:7][C:5]([NH2:6])=[C:4]([N+:10]([O-:12])=[O:11])[CH:3]=1.[CH3:13][C:14]([O:17][C:18](O[C:18]([O:17][C:14]([CH3:16])([CH3:15])[CH3:13])=[O:19])=[O:19])([CH3:16])[CH3:15].